Dataset: Catalyst prediction with 721,799 reactions and 888 catalyst types from USPTO. Task: Predict which catalyst facilitates the given reaction. (1) Reactant: [CH:1]([S:4]([C:7]1[N:8]=[CH:9][C:10](N)=[N:11][CH:12]=1)(=[O:6])=[O:5])([CH3:3])[CH3:2].[BrH:14].BrBr.N([O-])=O.[Na+].C([O-])(O)=O.[Na+]. Product: [Br:14][C:10]1[CH:9]=[N:8][C:7]([S:4]([CH:1]([CH3:3])[CH3:2])(=[O:6])=[O:5])=[CH:12][N:11]=1. The catalyst class is: 86. (2) Reactant: [CH3:1][O:2][CH2:3][C:4]1[N:9]=[CH:8][C:7]([O:10][C:11]2[CH:12]=[C:13]3[C:17](=[C:18]([O:20][CH:21]4[CH2:26][CH2:25][O:24][CH2:23][CH2:22]4)[CH:19]=2)[NH:16][C:15]([C:27](O)=[O:28])=[CH:14]3)=[CH:6][CH:5]=1.O.O[N:32]1C2C=CC=CC=2N=N1.Cl.C(N=C=NCCCN(C)C)C.N. Product: [CH3:1][O:2][CH2:3][C:4]1[N:9]=[CH:8][C:7]([O:10][C:11]2[CH:12]=[C:13]3[C:17](=[C:18]([O:20][CH:21]4[CH2:22][CH2:23][O:24][CH2:25][CH2:26]4)[CH:19]=2)[NH:16][C:15]([C:27]([NH2:32])=[O:28])=[CH:14]3)=[CH:6][CH:5]=1. The catalyst class is: 35.